Dataset: Reaction yield outcomes from USPTO patents with 853,638 reactions. Task: Predict the reaction yield, written as a fraction of the theoretical maximum amount of product (1.0 means a 100% yield; for example, 0.34 means a 34% yield). (1) The reactants are COC1C(OC)=CC=C[C:4]=1[OH:11].BrC1C([N+]([O-])=O)=CC=CN=1.[CH3:22][O:23][C:24]1[C:37]([O:38][CH3:39])=[CH:36][CH:35]=[CH:34][C:25]=1[O:26][C:27]1[C:32]([NH2:33])=[CH:31][CH:30]=[CH:29][N:28]=1.[NH2:40][C:41]1[S:42][CH:43]=[CH:44][N:45]=1. No catalyst specified. The product is [CH3:22][O:23][C:24]1[C:37]([O:38][CH3:39])=[CH:36][CH:35]=[CH:34][C:25]=1[O:26][C:27]1[C:32]([NH:33][C:4]([NH:40][C:41]2[S:42][CH:43]=[CH:44][N:45]=2)=[O:11])=[CH:31][CH:30]=[CH:29][N:28]=1. The yield is 0.700. (2) The reactants are [CH3:1][C:2]1[C:16](=[O:17])[N:15]=[C:14]2[N:4]([C@@H:5]3[O:9][C@H:8]([CH2:10][OH:11])[C@@H:7]([OH:12])[C@@H:6]3[O:13]2)[CH:3]=1.[CH3:18][O:19][CH2:20][CH2:21][O:22]B([O:22][CH2:21][CH2:20][O:19][CH3:18])[O:22][CH2:21][CH2:20][O:19][CH3:18]. The catalyst is COCCO. The product is [CH3:18][O:19][CH2:20][CH2:21][O:22][C@@H:6]1[C@H:7]([OH:12])[C@@H:8]([CH2:10][OH:11])[O:9][C@H:5]1[N:4]1[CH:3]=[C:2]([CH3:1])[C:16](=[O:17])[NH:15][C:14]1=[O:13]. The yield is 0.630. (3) The reactants are Br[C:2]1[CH:3]=[C:4]2[N:10]([CH2:11][O:12][CH2:13][CH2:14][Si:15]([CH3:18])([CH3:17])[CH3:16])[CH:9]=[CH:8][C:5]2=[N:6][CH:7]=1.B1(B2OC(C)(C)C(C)(C)O2)OC(C)(C)C(C)(C)O1.CC([O-])=O.[K+].Br[C:43]1[CH:48]=[CH:47][C:46]([C:49]2[N:53]([CH2:54][CH:55]3[CH2:59][CH2:58][N:57]([C:60]([CH:62]4[CH2:64][CH2:63]4)=[O:61])[CH2:56]3)[CH:52]=[N:51][N:50]=2)=[CH:45][CH:44]=1.[Br-].N1C=CN=N1.B([O-])[O-]. The catalyst is O1CCOCC1.C1C=CC(P(C2C=CC=CC=2)[C-]2C=CC=C2)=CC=1.C1C=CC(P(C2C=CC=CC=2)[C-]2C=CC=C2)=CC=1.Cl[Pd]Cl.[Fe+2].CCOC(C)=O. The product is [CH:62]1([C:60]([N:57]2[CH2:58][CH2:59][C@@H:55]([CH2:54][N:53]3[CH:52]=[N:51][N:50]=[C:49]3[C:46]3[CH:47]=[CH:48][C:43]([C:2]4[CH:3]=[C:4]5[N:10]([CH2:11][O:12][CH2:13][CH2:14][Si:15]([CH3:18])([CH3:17])[CH3:16])[CH:9]=[CH:8][C:5]5=[N:6][CH:7]=4)=[CH:44][CH:45]=3)[CH2:56]2)=[O:61])[CH2:64][CH2:63]1. The yield is 0.210. (4) The reactants are [Cl:1][C:2]1[CH:10]=[CH:9][C:5]([CH2:6][C:7]#[N:8])=[CH:4][CH:3]=1.Br[CH2:12][CH2:13][CH2:14]Br.[H-].[Na+].CC(O)C. The catalyst is CCOCC.CS(C)=O.O. The product is [Cl:1][C:2]1[CH:10]=[CH:9][C:5]([C:6]2([C:7]#[N:8])[CH2:14][CH2:13][CH2:12]2)=[CH:4][CH:3]=1. The yield is 0.700. (5) The reactants are [OH:1][C:2]1[CH:3]=[CH:4][C:5]([N+:10]([O-:12])=[O:11])=[C:6]([CH:9]=1)[CH:7]=[O:8].[CH2:13](O)[CH2:14][CH2:15][CH2:16][CH2:17][CH2:18][CH3:19].C1(P(C2C=CC=CC=2)C2C=CC=CC=2)C=CC=CC=1.C(OC(N=NC(OC(C)(C)C)=O)=O)(C)(C)C. The catalyst is C1COCC1. The product is [CH2:13]([O:1][C:2]1[CH:3]=[CH:4][C:5]([N+:10]([O-:12])=[O:11])=[C:6]([CH:9]=1)[CH:7]=[O:8])[CH2:14][CH2:15][CH2:16][CH2:17][CH2:18][CH3:19]. The yield is 0.570. (6) The reactants are [CH2:1]([N:4]([C:38]1[S:39][CH:40]=[CH:41][N:42]=1)[S:5]([C:8]1[CH:13]=[CH:12][C:11]([N:14]2[CH2:18][CH2:17][C@@H:16]([O:19][Si](C(C)(C)C)(C3C=CC=CC=3)C3C=CC=CC=3)[C:15]2=[O:37])=[CH:10][CH:9]=1)(=[O:7])=[O:6])[CH:2]=[CH2:3].C1COCC1.[F-].C([N+](CCCC)(CCCC)CCCC)CCC. The catalyst is O. The product is [CH2:1]([N:4]([C:38]1[S:39][CH:40]=[CH:41][N:42]=1)[S:5]([C:8]1[CH:9]=[CH:10][C:11]([N:14]2[CH2:18][CH2:17][C@@H:16]([OH:19])[C:15]2=[O:37])=[CH:12][CH:13]=1)(=[O:7])=[O:6])[CH:2]=[CH2:3]. The yield is 0.820.